This data is from Peptide-MHC class I binding affinity with 185,985 pairs from IEDB/IMGT. The task is: Regression. Given a peptide amino acid sequence and an MHC pseudo amino acid sequence, predict their binding affinity value. This is MHC class I binding data. (1) The peptide sequence is GYLHDFLKY. The MHC is HLA-A80:01 with pseudo-sequence HLA-A80:01. The binding affinity (normalized) is 0.0847. (2) The peptide sequence is KAAVDLSHFL. The MHC is HLA-B35:03 with pseudo-sequence HLA-B35:03. The binding affinity (normalized) is 0.